This data is from Catalyst prediction with 721,799 reactions and 888 catalyst types from USPTO. The task is: Predict which catalyst facilitates the given reaction. (1) Reactant: [C:1]([C:4]1[O:8][C:7]2[C:9]([O:18][C:19](=[O:29])[CH2:20][NH:21][C:22]([O:24][C:25]([CH3:28])([CH3:27])[CH3:26])=[O:23])=[C:10]3[C:15](=[C:16]([OH:17])[C:6]=2[CH:5]=1)[CH:14]=[CH:13][CH:12]=[CH:11]3)(=[O:3])[CH3:2].[C:30](OC(=O)C)(=[O:32])[CH3:31].C(OCC)(=O)C. Product: [C:1]([C:4]1[O:8][C:7]2[C:9]([O:18][C:19](=[O:29])[CH2:20][NH:21][C:22]([O:24][C:25]([CH3:28])([CH3:27])[CH3:26])=[O:23])=[C:10]3[C:15](=[C:16]([O:17][C:30](=[O:32])[CH3:31])[C:6]=2[CH:5]=1)[CH:14]=[CH:13][CH:12]=[CH:11]3)(=[O:3])[CH3:2]. The catalyst class is: 3. (2) Reactant: [CH2:1]([O:8][C:9]([C:11]1[C:19]([CH3:20])=[C:18]2[C:14]([C:15]3[CH2:24][CH2:23][O:22][C:21]([CH2:28][C:29]([O:31][CH2:32][CH3:33])=[O:30])([CH2:25][CH2:26][CH3:27])[C:16]=3[NH:17]2)=[C:13](Br)[CH:12]=1)=[O:10])[C:2]1[CH:7]=[CH:6][CH:5]=[CH:4][CH:3]=1.[CH3:35][N:36]1CCCC1=O.C([Cu])#N.O. Product: [CH2:1]([O:8][C:9]([C:11]1[C:19]([CH3:20])=[C:18]2[C:14]([C:15]3[CH2:24][CH2:23][O:22][C:21]([CH2:28][C:29]([O:31][CH2:32][CH3:33])=[O:30])([CH2:25][CH2:26][CH3:27])[C:16]=3[NH:17]2)=[C:13]([C:35]#[N:36])[CH:12]=1)=[O:10])[C:2]1[CH:7]=[CH:6][CH:5]=[CH:4][CH:3]=1. The catalyst class is: 25.